This data is from Catalyst prediction with 721,799 reactions and 888 catalyst types from USPTO. The task is: Predict which catalyst facilitates the given reaction. (1) Reactant: [CH3:1][O:2][C:3](=[O:15])[C:4]1[CH:9]=[CH:8][C:7]([NH:10][CH2:11][CH2:12][F:13])=[C:6]([NH2:14])[CH:5]=1.[NH2:16][C:17]1[S:18][C:19]2[CH:25]=[C:24]([O:26][C:27]([F:30])([F:29])[F:28])[CH:23]=[CH:22][C:20]=2[N:21]=1.[C:31](N1C=CN=C1)(N1C=CN=C1)=S.C(Cl)CCl. Product: [CH3:1][O:2][C:3]([C:4]1[CH:9]=[CH:8][C:7]2[N:10]([CH2:11][CH2:12][F:13])[C:31]([NH:16][C:17]3[S:18][C:19]4[CH:25]=[C:24]([O:26][C:27]([F:30])([F:28])[F:29])[CH:23]=[CH:22][C:20]=4[N:21]=3)=[N:14][C:6]=2[CH:5]=1)=[O:15]. The catalyst class is: 3. (2) Reactant: [NH2:1][C@H:2]1[CH2:7][CH2:6][C@H:5]([NH:8][C:9]([CH3:16])([CH3:15])[C:10](OCC)=[O:11])[CH2:4][CH2:3]1.[H-].[Al+3].[Li+].[H-].[H-].[H-].O.O.O.O.O.O.O.O.O.O.S([O-])([O-])(=O)=O.[Na+].[Na+]. Product: [NH2:1][C@H:2]1[CH2:3][CH2:4][C@H:5]([NH:8][C:9]([CH3:16])([CH3:15])[CH2:10][OH:11])[CH2:6][CH2:7]1. The catalyst class is: 76.